Dataset: Catalyst prediction with 721,799 reactions and 888 catalyst types from USPTO. Task: Predict which catalyst facilitates the given reaction. (1) Reactant: C([Li])CCC.Br[C:7]1[C:8]([C:22]2[CH:27]=[CH:26][CH:25]=[CH:24][CH:23]=2)=[N:9][N:10]2[C:15]([Si:16]([CH3:19])([CH3:18])[CH3:17])=[C:14]([S:20][CH3:21])[CH:13]=[CH:12][C:11]=12.[CH:28]([C:30]1[N:35]=[C:34]([C:36]([O:38][CH3:39])=[O:37])[CH:33]=[CH:32][CH:31]=1)=[O:29].[Cl-].[NH4+]. Product: [OH:29][CH:28]([C:7]1[C:8]([C:22]2[CH:27]=[CH:26][CH:25]=[CH:24][CH:23]=2)=[N:9][N:10]2[C:15]([Si:16]([CH3:17])([CH3:19])[CH3:18])=[C:14]([S:20][CH3:21])[CH:13]=[CH:12][C:11]=12)[C:30]1[N:35]=[C:34]([C:36]([O:38][CH3:39])=[O:37])[CH:33]=[CH:32][CH:31]=1. The catalyst class is: 188. (2) Reactant: [Cl:1][C:2]1[CH:7]=[CH:6][C:5]([NH:8][C:9]([CH3:16])([CH3:15])[C:10](OCC)=O)=[CH:4][CH:3]=1.[OH-:17].[Na+].C1[CH2:23][O:22]CC1. Product: [Cl:1][C:2]1[CH:3]=[CH:4][C:5]([NH:8][C:9]([CH3:15])([CH3:16])[CH2:10][C:23]([OH:22])=[O:17])=[CH:6][CH:7]=1. The catalyst class is: 5.